This data is from Reaction yield outcomes from USPTO patents with 853,638 reactions. The task is: Predict the reaction yield, written as a fraction of the theoretical maximum amount of product (1.0 means a 100% yield; for example, 0.34 means a 34% yield). (1) The reactants are [F:1][C:2]1[CH:3]=[C:4]([C@H:9]2[CH2:14][C@@H:13](OS(C)(=O)=O)[CH2:12][CH2:11][N:10]2[C:20]([O:22][C:23]([CH3:26])([CH3:25])[CH3:24])=[O:21])[CH:5]=[CH:6][C:7]=1[F:8].[C-:27]#[N:28].[K+]. The catalyst is CN(C)C=O.C(OCC)(=O)C. The product is [C:27]([C@@H:13]1[CH2:12][CH2:11][N:10]([C:20]([O:22][C:23]([CH3:26])([CH3:25])[CH3:24])=[O:21])[C@@H:9]([C:4]2[CH:5]=[CH:6][C:7]([F:8])=[C:2]([F:1])[CH:3]=2)[CH2:14]1)#[N:28]. The yield is 0.300. (2) The reactants are [CH:1]1([C:6]([C:8]2[CH:13]=[C:12]([CH3:14])[CH:11]=[CH:10][C:9]=2[NH:15][C:16](=[O:30])[NH:17][C:18]2[S:19][CH:20]=[C:21]([CH2:23][CH2:24]OS(C)(=O)=O)[N:22]=2)=[O:7])[CH2:5][CH2:4][CH2:3][CH2:2]1.[NH:31]1[CH:35]=[CH:34][N:33]=[C:32]1[SH:36]. No catalyst specified. The product is [CH:1]1([C:6]([C:8]2[CH:13]=[C:12]([CH3:14])[CH:11]=[CH:10][C:9]=2[NH:15][C:16]([NH:17][C:18]2[S:19][CH:20]=[C:21]([CH2:23][CH2:24][S:36][C:32]3[NH:31][CH:35]=[CH:34][N:33]=3)[N:22]=2)=[O:30])=[O:7])[CH2:2][CH2:3][CH2:4][CH2:5]1. The yield is 0.500. (3) The reactants are C([O:8][C:9]1[CH:10]=[C:11]2[C:15](=[CH:16][CH:17]=1)[NH:14][C:13]([CH:18]1[CH2:20][CH:19]1[C:21]([O:23][CH2:24][CH3:25])=[O:22])=[CH:12]2)C1C=CC=CC=1. The catalyst is CO.[Pd]. The product is [OH:8][C:9]1[CH:10]=[C:11]2[C:15](=[CH:16][CH:17]=1)[NH:14][C:13]([CH:18]1[CH2:20][CH:19]1[C:21]([O:23][CH2:24][CH3:25])=[O:22])=[CH:12]2. The yield is 0.990. (4) The reactants are [CH3:1][O:2][C:3]1[CH:4]=[C:5]([CH2:11][CH2:12][C:13]2[CH:14]=[C:15]([NH:18][C:19](=[O:27])[C:20]3[CH:25]=[CH:24][C:23](F)=[CH:22][CH:21]=3)[NH:16][N:17]=2)[CH:6]=[C:7]([O:9][CH3:10])[CH:8]=1.[CH3:28][C:29]1([CH3:35])[CH2:34][NH:33][CH2:32][CH2:31][NH:30]1.C(=O)([O-])[O-].[K+].[K+]. The catalyst is CS(C)=O. The product is [CH3:1][O:2][C:3]1[CH:4]=[C:5]([CH2:11][CH2:12][C:13]2[CH:14]=[C:15]([NH:18][C:19](=[O:27])[C:20]3[CH:25]=[CH:24][C:23]([N:33]4[CH2:32][CH2:31][NH:30][C:29]([CH3:35])([CH3:28])[CH2:34]4)=[CH:22][CH:21]=3)[NH:16][N:17]=2)[CH:6]=[C:7]([O:9][CH3:10])[CH:8]=1. The yield is 0.0200. (5) The reactants are [CH3:1][O:2][C:3](=[O:16])[C:4](=O)[CH:5](Cl)[CH2:6][CH2:7][C:8]1[CH:13]=[CH:12][CH:11]=[CH:10][CH:9]=1.[NH2:17][C:18]([NH2:20])=[S:19].N.CO. The catalyst is CO.[Cl-].[Na+].O. The product is [CH3:1][O:2][C:3]([C:4]1[N:17]=[C:18]([NH2:20])[S:19][C:5]=1[CH2:6][CH2:7][C:8]1[CH:13]=[CH:12][CH:11]=[CH:10][CH:9]=1)=[O:16]. The yield is 0.910. (6) The reactants are Br[C:2]1[CH:3]=[C:4]2[C:9](=[CH:10][CH:11]=1)[N:8]=[CH:7][CH:6]=[C:5]2[C:12]1[CH:17]=[CH:16][N:15]=[N:14][CH:13]=1.B1(B2OC(C)(C)C(C)(C)O2)OC(C)(C)C(C)(C)O1.C([O-])(=O)C.[K+].[Br-].Br[C:43]1[CH:44]=[C:45]([NH:51][S:52]([C:55]2[CH:60]=[CH:59][C:58]([F:61])=[CH:57][C:56]=2[F:62])(=[O:54])=[O:53])[C:46]([O:49][CH3:50])=[N:47][CH:48]=1. The catalyst is O1CCOCC1.C1C=CC(P(C2C=CC=CC=2)[C-]2C=CC=C2)=CC=1.C1C=CC(P(C2C=CC=CC=2)[C-]2C=CC=C2)=CC=1.Cl[Pd]Cl.[Fe+2].C(Cl)Cl. The product is [F:62][C:56]1[CH:57]=[C:58]([F:61])[CH:59]=[CH:60][C:55]=1[S:52]([NH:51][C:45]1[C:46]([O:49][CH3:50])=[N:47][CH:48]=[C:43]([C:2]2[CH:3]=[C:4]3[C:9](=[CH:10][CH:11]=2)[N:8]=[CH:7][CH:6]=[C:5]3[C:12]2[CH:17]=[CH:16][N:15]=[N:14][CH:13]=2)[CH:44]=1)(=[O:54])=[O:53]. The yield is 0.760. (7) The reactants are I[C:2]1[CH:3]=[C:4]([CH:15]=[CH:16][CH:17]=1)[O:5][CH:6]1[C:14]2[C:9](=[CH:10][CH:11]=[CH:12][CH:13]=2)[CH2:8][CH2:7]1.[Br-].[CH2:19]([O:21][C:22](=[O:27])[CH2:23][CH2:24][CH2:25][Zn+])[CH3:20].O1CCCC1. The catalyst is Cl[Pd](Cl)([P](C1C=CC=CC=1)(C1C=CC=CC=1)C1C=CC=CC=1)[P](C1C=CC=CC=1)(C1C=CC=CC=1)C1C=CC=CC=1.O1CCCC1. The product is [CH:6]1([O:5][C:4]2[CH:3]=[C:2]([CH2:25][CH2:24][CH2:23][C:22]([O:21][CH2:19][CH3:20])=[O:27])[CH:17]=[CH:16][CH:15]=2)[C:14]2[C:9](=[CH:10][CH:11]=[CH:12][CH:13]=2)[CH2:8][CH2:7]1. The yield is 0.480.